Dataset: Forward reaction prediction with 1.9M reactions from USPTO patents (1976-2016). Task: Predict the product of the given reaction. (1) Given the reactants F[P-](F)(F)(F)(F)F.N1(O[P+](N(C)C)(N(C)C)N(C)C)C2C=CC=CC=2N=N1.[CH:28]1([CH2:33][CH:34]([C:38]2[CH:43]=[CH:42][C:41]([Cl:44])=[C:40]([Cl:45])[CH:39]=2)[C:35]([OH:37])=O)[CH2:32][CH2:31][CH2:30][CH2:29]1.C(N(CC)C(C)C)(C)C.[NH2:55][C:56]1[O:57][CH:58]=[CH:59][N:60]=1, predict the reaction product. The product is: [CH:28]1([CH2:33][CH:34]([C:38]2[CH:43]=[CH:42][C:41]([Cl:44])=[C:40]([Cl:45])[CH:39]=2)[C:35]([NH:55][C:56]2[O:57][CH:58]=[CH:59][N:60]=2)=[O:37])[CH2:29][CH2:30][CH2:31][CH2:32]1. (2) Given the reactants [Cl:1][C:2]1[CH:17]=[C:16]([CH:18]=O)[CH:15]=[CH:14][C:3]=1[O:4][C:5]1[CH:6]=[CH:7][C:8]([C:11]([NH2:13])=[O:12])=[N:9][CH:10]=1.[CH2:20]([NH2:25])[CH2:21][CH:22]([CH3:24])[CH3:23], predict the reaction product. The product is: [Cl:1][C:2]1[CH:17]=[C:16]([CH2:18][NH:25][CH2:20][CH2:21][CH:22]([CH3:24])[CH3:23])[CH:15]=[CH:14][C:3]=1[O:4][C:5]1[CH:6]=[CH:7][C:8]([C:11]([NH2:13])=[O:12])=[N:9][CH:10]=1.